From a dataset of Reaction yield outcomes from USPTO patents with 853,638 reactions. Predict the reaction yield, written as a fraction of the theoretical maximum amount of product (1.0 means a 100% yield; for example, 0.34 means a 34% yield). (1) The reactants are [CH3:1][S:2]([C:5]1[CH:36]=[CH:35][C:8]([CH2:9][NH:10][C:11]([C:13]2[CH:18]=[C:17]([NH2:19])[C:16]([C:20]([Si](C)(C)C)=[CH:21][C:22]#[C:23][Si](C)(C)C)=[C:15]([O:32][CH2:33][CH3:34])[N:14]=2)=[O:12])=[CH:7][CH:6]=1)(=[O:4])=[O:3].[F-].C([N+](CCCC)(CCCC)CCCC)CCC.O.C(OCC)(=O)C. The catalyst is O1CCCC1. The product is [NH2:19][C:17]1[C:16](/[CH:20]=[CH:21]/[C:22]#[CH:23])=[C:15]([O:32][CH2:33][CH3:34])[N:14]=[C:13]([C:11]([NH:10][CH2:9][C:8]2[CH:35]=[CH:36][C:5]([S:2]([CH3:1])(=[O:4])=[O:3])=[CH:6][CH:7]=2)=[O:12])[CH:18]=1. The yield is 0.900. (2) The reactants are Cl[C:2]1[N:7]=[C:6]([NH:8][C:9]2[CH:10]=[CH:11][C:12]([F:23])=[C:13]([NH:15][C:16](=[O:22])[O:17][C:18]([CH3:21])([CH3:20])[CH3:19])[CH:14]=2)[C:5]([Cl:24])=[CH:4][N:3]=1.[CH3:25][N:26]1[CH2:31][CH2:30][CH:29]([N:32]2[CH:36]=[C:35]([NH2:37])[CH:34]=[N:33]2)[CH2:28][CH2:27]1.C(O)(C(F)(F)F)=O. The catalyst is C(O)CCC. The product is [Cl:24][C:5]1[C:6]([NH:8][C:9]2[CH:10]=[CH:11][C:12]([F:23])=[C:13]([NH:15][C:16](=[O:22])[O:17][C:18]([CH3:21])([CH3:20])[CH3:19])[CH:14]=2)=[N:7][C:2]([NH:37][C:35]2[CH:34]=[N:33][N:32]([CH:29]3[CH2:30][CH2:31][N:26]([CH3:25])[CH2:27][CH2:28]3)[CH:36]=2)=[N:3][CH:4]=1. The yield is 0.350.